Dataset: Catalyst prediction with 721,799 reactions and 888 catalyst types from USPTO. Task: Predict which catalyst facilitates the given reaction. (1) Product: [C:9]1(=[O:19])[C:17]2[C:12](=[CH:13][CH:14]=[CH:15][CH:16]=2)[CH2:11][C:10]1=[N:1][OH:2]. Reactant: [N:1](OCCC(C)C)=[O:2].[C:9]1(=[O:19])[C:17]2[C:12](=[CH:13][CH:14]=[CH:15][CH:16]=2)[CH2:11][C:10]1=O.Cl. The catalyst class is: 5. (2) Reactant: Cl[C:2]1[CH:7]=[CH:6][N:5]=[C:4]([CH3:8])[C:3]=1[C:9]#[C:10][C:11]1[CH:12]=[CH:13][C:14]([NH2:17])=[N:15][CH:16]=1.C[CH:19]([C:21]1[CH:26]=[C:25](C(C)C)[C:24](C2C=CC=CC=2P(C2CCCCC2)C2CCCCC2)=[C:23](C(C)C)[CH:22]=1)C.[O-]P([O-])([O-])=O.[K+].[K+].[K+].[OH2:60].[O:61]1CCOC[CH2:62]1. Product: [CH3:62][O:61][C:19](=[O:60])[C:21]1[CH:26]=[CH:25][C:24]([C:2]2[CH:7]=[CH:6][N:5]=[C:4]([CH3:8])[C:3]=2[C:9]#[C:10][C:11]2[CH:16]=[N:15][C:14]([NH2:17])=[CH:13][CH:12]=2)=[CH:23][CH:22]=1. The catalyst class is: 110. (3) Reactant: [I-].[NH2:2][N+:3]1[CH:8]=[CH:7][CH:6]=[CH:5][CH:4]=1.[C:9]([O:14]C)(=[O:13])[C:10]#[C:11][CH3:12].C([O-])([O-])=O.[K+].[K+]. Product: [CH3:12][C:11]1[C:10]([C:9]([OH:14])=[O:13])=[C:4]2[CH:5]=[CH:6][CH:7]=[CH:8][N:3]2[N:2]=1. The catalyst class is: 3. (4) Reactant: [I:1][C:2]1[C:10]2[C:5](=[N:6][CH:7]=[C:8]([C:11]3[CH:16]=[CH:15][CH:14]=[CH:13][CH:12]=3)[CH:9]=2)[NH:4][CH:3]=1.[H-].[Na+].[C:19]1([CH3:29])[CH:24]=[CH:23][C:22]([S:25](Cl)(=[O:27])=[O:26])=[CH:21][CH:20]=1. Product: [I:1][C:2]1[C:10]2[C:5](=[N:6][CH:7]=[C:8]([C:11]3[CH:16]=[CH:15][CH:14]=[CH:13][CH:12]=3)[CH:9]=2)[N:4]([S:25]([C:22]2[CH:23]=[CH:24][C:19]([CH3:29])=[CH:20][CH:21]=2)(=[O:27])=[O:26])[CH:3]=1. The catalyst class is: 7. (5) Reactant: [Cl:1][C:2]1[C:7](Cl)=[N:6][CH:5]=[CH:4][N:3]=1.O.[NH2:10][NH2:11]. Product: [Cl:1][C:2]1[C:7]([NH:10][NH2:11])=[N:6][CH:5]=[CH:4][N:3]=1. The catalyst class is: 8. (6) Reactant: Cl[C:2]1[N:3]=[C:4]([NH:22][C:23]2[CH:31]=[C:30]3[C:26]([CH:27]=[N:28][NH:29]3)=[CH:25][CH:24]=2)[C:5]2[C:10]([CH3:11])=[CH:9][N:8]([S:12]([C:15]3[CH:21]=[CH:20][C:18]([CH3:19])=[CH:17][CH:16]=3)(=[O:14])=[O:13])[C:6]=2[N:7]=1.[NH2:32][C:33]1[CH:38]=[CH:37][C:36]([N:39]2[CH2:44][CH2:43][N:42]([C:45](=[O:47])[CH3:46])[CH2:41][CH2:40]2)=[CH:35][CH:34]=1.C[Si](Cl)(C)C. Product: [NH:29]1[C:30]2[C:26](=[CH:25][CH:24]=[C:23]([NH:22][C:4]3[C:5]4[C:10]([CH3:11])=[CH:9][N:8]([S:12]([C:15]5[CH:21]=[CH:20][C:18]([CH3:19])=[CH:17][CH:16]=5)(=[O:14])=[O:13])[C:6]=4[N:7]=[C:2]([NH:32][C:33]4[CH:34]=[CH:35][C:36]([N:39]5[CH2:40][CH2:41][N:42]([C:45](=[O:47])[CH3:46])[CH2:43][CH2:44]5)=[CH:37][CH:38]=4)[N:3]=3)[CH:31]=2)[CH:27]=[N:28]1. The catalyst class is: 51. (7) The catalyst class is: 77. Product: [CH:12]1([C:9]2[C:10]3[C:5](=[CH:4][CH:3]=[C:2]([C:23](=[O:25])[CH3:24])[CH:11]=3)[CH2:6][CH2:7][N:8]=2)[CH2:17][CH2:16][CH2:15][CH2:14][CH2:13]1. Reactant: Br[C:2]1[CH:11]=[C:10]2[C:5]([CH2:6][CH2:7][N:8]=[C:9]2[CH:12]2[CH2:17][CH2:16][CH2:15][CH2:14][CH2:13]2)=[CH:4][CH:3]=1.C([Sn](CCCC)(CCCC)[C:23]([O:25]CC)=[CH2:24])CCC.[F-].[K+]. (8) Product: [CH:9]([O:22][CH2:2][CH2:1][C:3]1[CH:8]=[CH:7][N:6]=[CH:5][CH:4]=1)([C:16]1[CH:17]=[CH:18][CH:19]=[CH:20][CH:21]=1)[C:10]1[CH:15]=[CH:14][CH:13]=[CH:12][CH:11]=1. The catalyst class is: 33. Reactant: [CH:1]([C:3]1[CH:8]=[CH:7][N:6]=[CH:5][CH:4]=1)=[CH2:2].[CH:9]([OH:22])([C:16]1[CH:21]=[CH:20][CH:19]=[CH:18][CH:17]=1)[C:10]1[CH:15]=[CH:14][CH:13]=[CH:12][CH:11]=1.C[O-].[Na+]. (9) Reactant: [CH3:1][O:2][C:3](=[O:15])[C:4]1[CH:9]=[CH:8][C:7]([CH2:10][NH:11][CH:12]=O)=[N:6][C:5]=1[Cl:14].O(Cl)Cl.[P+5].[OH-].[Na+]. Product: [CH3:1][O:2][C:3]([C:4]1[CH:9]=[CH:8][C:7]2[N:6]([CH:12]=[N:11][CH:10]=2)[C:5]=1[Cl:14])=[O:15]. The catalyst class is: 133.